This data is from Forward reaction prediction with 1.9M reactions from USPTO patents (1976-2016). The task is: Predict the product of the given reaction. (1) Given the reactants [Cl:1][C:2]1[CH:3]=[C:4]([NH:9][C:10]2[S:11][CH:12]=[C:13]([C:15]3[CH:20]=[CH:19][C:18]([C:21]4[CH:26]=[CH:25][CH:24]=[CH:23][CH:22]=4)=[CH:17][CH:16]=3)[N:14]=2)[CH:5]=[CH:6][C:7]=1[Cl:8].Br[CH2:28][C:29]1[CH:37]=[CH:36][C:32]([C:33]([O-:35])=[O:34])=[CH:31][CH:30]=1, predict the reaction product. The product is: [Cl:1][C:2]1[CH:3]=[C:4]([N:9]([CH2:28][C:29]2[CH:37]=[CH:36][C:32]([C:33]([OH:35])=[O:34])=[CH:31][CH:30]=2)[C:10]2[S:11][CH:12]=[C:13]([C:15]3[CH:20]=[CH:19][C:18]([C:21]4[CH:26]=[CH:25][CH:24]=[CH:23][CH:22]=4)=[CH:17][CH:16]=3)[N:14]=2)[CH:5]=[CH:6][C:7]=1[Cl:8]. (2) Given the reactants C[O:2][C:3](=[O:24])[C@@H:4]([C@H:14]([OH:23])[C:15]([N:17]1[CH2:22][CH2:21][O:20][CH2:19][CH2:18]1)=[O:16])[CH2:5][CH2:6][CH2:7][C:8]1[CH:13]=[CH:12][CH:11]=[CH:10][CH:9]=1.O[Li].O, predict the reaction product. The product is: [OH:23][C@@H:14]([C@@H:4]([CH2:5][CH2:6][CH2:7][C:8]1[CH:9]=[CH:10][CH:11]=[CH:12][CH:13]=1)[C:3]([OH:24])=[O:2])[C:15]([N:17]1[CH2:22][CH2:21][O:20][CH2:19][CH2:18]1)=[O:16]. (3) Given the reactants [CH3:1][O:2][CH2:3][CH2:4][N:5]1[C:10](=[O:11])[CH:9]=[CH:8][C:7]([C:12](Cl)=[O:13])=[CH:6]1.[N:15]1[CH:20]=[CH:19][CH:18]=[C:17]([C:21]2[CH:25]=[C:24]([C:26]([F:29])([F:28])[F:27])[N:23]([C:30]3[N:35]=[CH:34][C:33]([NH2:36])=[CH:32][CH:31]=3)[N:22]=2)[CH:16]=1, predict the reaction product. The product is: [N:15]1[CH:20]=[CH:19][CH:18]=[C:17]([C:21]2[CH:25]=[C:24]([C:26]([F:27])([F:28])[F:29])[N:23]([C:30]3[N:35]=[CH:34][C:33]([NH:36][C:12]([C:7]4[CH:8]=[CH:9][C:10](=[O:11])[N:5]([CH2:4][CH2:3][O:2][CH3:1])[CH:6]=4)=[O:13])=[CH:32][CH:31]=3)[N:22]=2)[CH:16]=1. (4) Given the reactants [Cl:1][C:2]1[CH:8]=[CH:7][CH:6]=[C:5]([F:9])[C:3]=1[NH2:4].Br[C:11]1[CH:16]=[CH:15][C:14]([CH3:17])=[CH:13][CH:12]=1.Cl.C, predict the reaction product. The product is: [Cl:1][C:2]1[CH:8]=[CH:7][CH:6]=[C:5]([F:9])[C:3]=1[NH:4][C:11]1[CH:16]=[CH:15][C:14]([CH3:17])=[CH:13][CH:12]=1. (5) Given the reactants [OH:1][CH2:2][CH2:3][C:4]1[CH:9]=[CH:8][C:7]([OH:10])=[CH:6][CH:5]=1.[CH3:11][O:12][CH:13]([O:17][CH3:18])[CH2:14][CH2:15]Br.C(=O)([O-])[O-].[Cs+].[Cs+].[I-].[Na+], predict the reaction product. The product is: [CH3:11][O:12][CH:13]([O:17][CH3:18])[CH2:14][CH2:15][O:10][C:7]1[CH:8]=[CH:9][C:4]([CH2:3][CH2:2][OH:1])=[CH:5][CH:6]=1. (6) Given the reactants [C:1]([O:5][C:6]([NH:8][C:9]1[CH:10]=[C:11]([C:15]([NH:17][C@@:18]2([C:23](O)=[O:24])[CH2:22][CH2:21][O:20][CH2:19]2)=[O:16])[CH:12]=[N:13][CH:14]=1)=[O:7])([CH3:4])([CH3:3])[CH3:2].[NH2:26][CH2:27][C:28]1[N:33]=[CH:32][C:31]([NH:34][C:35]2[CH:40]=[CH:39][C:38]([O:41][CH3:42])=[CH:37][C:36]=2[C:43]([F:46])([F:45])[F:44])=[CH:30][CH:29]=1, predict the reaction product. The product is: [CH3:42][O:41][C:38]1[CH:39]=[CH:40][C:35]([NH:34][C:31]2[CH:30]=[CH:29][C:28]([CH2:27][NH:26][C:23]([C@:18]3([NH:17][C:15]([C:11]4[CH:10]=[C:9]([NH:8][C:6](=[O:7])[O:5][C:1]([CH3:4])([CH3:2])[CH3:3])[CH:14]=[N:13][CH:12]=4)=[O:16])[CH2:22][CH2:21][O:20][CH2:19]3)=[O:24])=[N:33][CH:32]=2)=[C:36]([C:43]([F:46])([F:44])[F:45])[CH:37]=1. (7) Given the reactants [N+:1]([C:4]1[CH:5]=[C:6]2[C:10](=[CH:11][CH:12]=1)[N:9]([CH:13]1[CH2:18][CH2:17][CH2:16][CH2:15][O:14]1)[N:8]=[C:7]2[C:19]1[NH:23][C:22]2[CH:24]=[C:25]([N:28]3[CH2:33][CH2:32][O:31][CH2:30][CH2:29]3)[CH:26]=[CH:27][C:21]=2[N:20]=1)([O-])=O.[H][H], predict the reaction product. The product is: [O:31]1[CH2:30][CH2:29][N:28]([C:25]2[CH:26]=[CH:27][C:21]3[NH:20][C:19]([C:7]4[C:6]5[C:10](=[CH:11][CH:12]=[C:4]([NH2:1])[CH:5]=5)[N:9]([CH:13]5[CH2:18][CH2:17][CH2:16][CH2:15][O:14]5)[N:8]=4)=[N:23][C:22]=3[CH:24]=2)[CH2:33][CH2:32]1. (8) Given the reactants Cl.[F:2][C:3]1[CH:4]=[CH:5][C:6]([C@@H:9]([NH2:11])[CH3:10])=[N:7][CH:8]=1.[Cl:12][C:13]1[CH:18]=[CH:17][CH:16]=[C:15](Cl)[N:14]=1, predict the reaction product. The product is: [Cl:12][C:13]1[N:14]=[C:15]([NH:11][C@H:9]([C:6]2[CH:5]=[CH:4][C:3]([F:2])=[CH:8][N:7]=2)[CH3:10])[CH:16]=[CH:17][CH:18]=1.